From a dataset of Peptide-MHC class II binding affinity with 134,281 pairs from IEDB. Regression. Given a peptide amino acid sequence and an MHC pseudo amino acid sequence, predict their binding affinity value. This is MHC class II binding data. (1) The binding affinity (normalized) is 0.205. The peptide sequence is LQGPFNFRFLTEKGMKNVFDDVVPEKYTIG. The MHC is HLA-DPA10301-DPB10402 with pseudo-sequence HLA-DPA10301-DPB10402. (2) The peptide sequence is FFALCVLGLVAAALP. The MHC is DRB3_0101 with pseudo-sequence DRB3_0101. The binding affinity (normalized) is 0.377. (3) The MHC is HLA-DQA10301-DQB10302 with pseudo-sequence HLA-DQA10301-DQB10302. The peptide sequence is SVYSLPPDPDHFDGYKQQAV. The binding affinity (normalized) is 0. (4) The peptide sequence is TSSDDQITLIKTPSL. The MHC is DRB1_0901 with pseudo-sequence DRB1_0901. The binding affinity (normalized) is 0.598. (5) The peptide sequence is CSNLSTCVLGKLSQE. The MHC is DRB1_0404 with pseudo-sequence DRB1_0404. The binding affinity (normalized) is 0.109. (6) The peptide sequence is YDKFLINVSTVLTGK. The MHC is DRB1_0401 with pseudo-sequence DRB1_0401. The binding affinity (normalized) is 0.762.